From a dataset of CYP1A2 inhibition data for predicting drug metabolism from PubChem BioAssay. Regression/Classification. Given a drug SMILES string, predict its absorption, distribution, metabolism, or excretion properties. Task type varies by dataset: regression for continuous measurements (e.g., permeability, clearance, half-life) or binary classification for categorical outcomes (e.g., BBB penetration, CYP inhibition). Dataset: cyp1a2_veith. (1) The molecule is Cc1nc2nc(C)c(CCC(=O)NCCCN3CCN(c4cccc(Cl)c4)CC3)c(C)n2n1.Cl. The result is 0 (non-inhibitor). (2) The result is 0 (non-inhibitor). The compound is O=S(=O)(O)CCCc1cccc2ccccc12. (3) The molecule is COC(=O)[C@H](Cc1ccccc1)NC(=O)N1CCN(Cc2ccccc2)CC1. The result is 0 (non-inhibitor). (4) The molecule is Cc1ccc(NC(=S)c2nc3ccccc3s2)cc1. The result is 1 (inhibitor). (5) The compound is CC(C)[C@@]1(NC(=O)[C@@H]2C[C@H]3c4cccc5[nH]cc(c45)C[C@@H]3N(C)C2)O[C@]2(O)[C@H]3CCCN3C(=O)[C@H](Cc3ccccc3)N2C1=O.CS(=O)(=O)O. The result is 0 (non-inhibitor). (6) The molecule is COC(=O)[C@@]1(Cc2ccc(OC)cc2)[C@H]2c3cc(C(=O)N(C)C)n(Cc4c(CO)[nH]cc(C)c4=O)c3C[C@H]2CN1C(=O)c1ccccc1. The result is 0 (non-inhibitor). (7) The compound is O=C(Nc1cc(-c2nc3ccccc3s2)ccc1Cl)c1ccc2c(c1)OCO2. The result is 1 (inhibitor).